This data is from Full USPTO retrosynthesis dataset with 1.9M reactions from patents (1976-2016). The task is: Predict the reactants needed to synthesize the given product. (1) The reactants are: Br[C:2]1[CH:3]=[C:4]2[C:9](=[CH:10][CH:11]=1)[N:8]=[CH:7][C:6]([C:12](=[O:14])[CH3:13])=[C:5]2[NH:15][C@H:16]1[CH2:21][CH2:20][C@H:19]([N:22]([CH3:24])[CH3:23])[CH2:18][CH2:17]1.[Cl:25][C:26]1[CH:31]=[C:30](B2OC(C)(C)C(C)(C)O2)[CH:29]=[C:28]([Cl:41])[C:27]=1[OH:42].Cl. Given the product [ClH:25].[Cl:25][C:26]1[CH:31]=[C:30]([C:2]2[CH:3]=[C:4]3[C:9](=[CH:10][CH:11]=2)[N:8]=[CH:7][C:6]([C:12](=[O:14])[CH3:13])=[C:5]3[NH:15][C@H:16]2[CH2:21][CH2:20][C@H:19]([N:22]([CH3:24])[CH3:23])[CH2:18][CH2:17]2)[CH:29]=[C:28]([Cl:41])[C:27]=1[OH:42], predict the reactants needed to synthesize it. (2) Given the product [C:1]([O:5][C:6]([N:8]([CH2:16][C:17]1[CH:26]=[CH:25][C:24]2[C:19](=[CH:20][CH:21]=[C:22]([O:27][C@H:28]3[CH2:29][CH2:30][C@H:31]([C:34]([CH3:37])([CH3:36])[CH3:35])[CH2:32][CH2:33]3)[CH:23]=2)[CH:18]=1)[CH2:9][CH2:10][C:11]([OH:13])=[O:12])=[O:7])([CH3:3])([CH3:4])[CH3:2], predict the reactants needed to synthesize it. The reactants are: [C:1]([O:5][C:6]([N:8]([CH2:16][C:17]1[CH:26]=[CH:25][C:24]2[C:19](=[CH:20][CH:21]=[C:22]([O:27][C@H:28]3[CH2:33][CH2:32][C@H:31]([C:34]([CH3:37])([CH3:36])[CH3:35])[CH2:30][CH2:29]3)[CH:23]=2)[CH:18]=1)[CH2:9][CH2:10][C:11]([O:13]CC)=[O:12])=[O:7])([CH3:4])([CH3:3])[CH3:2].[OH-].[Na+].Cl. (3) Given the product [N:16]([CH2:2][C:3]([C:5]1[C:10]2[O:11][CH2:12][C:13](=[O:15])[NH:14][C:9]=2[CH:8]=[CH:7][CH:6]=1)=[O:4])=[N+:17]=[N-:18], predict the reactants needed to synthesize it. The reactants are: Cl[CH2:2][C:3]([C:5]1[C:10]2[O:11][CH2:12][C:13](=[O:15])[NH:14][C:9]=2[CH:8]=[CH:7][CH:6]=1)=[O:4].[N-:16]=[N+:17]=[N-:18].[Na+]. (4) Given the product [Cl:8][C:4]1[CH:5]=[CH:6][CH:7]=[C:2]([Cl:1])[C:3]=1[C:9]1[C:13]([CH2:14][O:15][C:16]2[CH:17]=[CH:18][C:19]([C:22]3[CH:23]=[C:24]4[C:29](=[CH:30][CH:31]=3)[C:28]([C:32]#[N:34])=[CH:27][CH:26]=[CH:25]4)=[CH:20][CH:21]=2)=[C:12]([CH:35]([CH3:37])[CH3:36])[O:11][N:10]=1, predict the reactants needed to synthesize it. The reactants are: [Cl:1][C:2]1[CH:7]=[CH:6][CH:5]=[C:4]([Cl:8])[C:3]=1[C:9]1[C:13]([CH2:14][O:15][C:16]2[CH:21]=[CH:20][C:19]([C:22]3[CH:23]=[C:24]4[C:29](=[CH:30][CH:31]=3)[C:28]([C:32]([NH2:34])=O)=[CH:27][CH:26]=[CH:25]4)=[CH:18][CH:17]=2)=[C:12]([CH:35]([CH3:37])[CH3:36])[O:11][N:10]=1.C(N(CC)CC)C.O(Cl)Cl.P(Cl)(Cl)(Cl)=O.C(=O)([O-])O.[NH4+]. (5) Given the product [C:1]([NH:11][C@H:12]([C:16]([O:18][CH:19]([CH3:32])[C:20]([OH:22])=[O:21])=[O:17])[CH:13]([CH3:14])[CH3:15])([O:3][CH2:4][C:5]1[CH:10]=[CH:9][CH:8]=[CH:7][CH:6]=1)=[O:2], predict the reactants needed to synthesize it. The reactants are: [C:1]([NH:11][C@H:12]([C:16]([O:18][CH:19]([CH3:32])[C:20]([O:22]CC1C=CC(OC)=CC=1)=[O:21])=[O:17])[CH:13]([CH3:15])[CH3:14])([O:3][CH2:4][C:5]1[CH:10]=[CH:9][CH:8]=[CH:7][CH:6]=1)=[O:2].FC(F)(F)C(O)=O.C1CCC(N=C=NC2CCCCC2)CC1.CN(C1C=CN=CC=1)C. (6) Given the product [N:21]1([CH2:20][C:19]2[CH:18]=[CH:17][C:16]([NH:1][C:2]3[C:6]([C:7]#[N:8])=[CH:5][N:4]([C:9]4[CH:10]=[CH:11][CH:12]=[CH:13][CH:14]=4)[N:3]=3)=[CH:28][CH:27]=2)[CH2:22][CH2:23][O:24][CH2:25][CH2:26]1, predict the reactants needed to synthesize it. The reactants are: [NH2:1][C:2]1[C:6]([C:7]#[N:8])=[CH:5][N:4]([C:9]2[CH:14]=[CH:13][CH:12]=[CH:11][CH:10]=2)[N:3]=1.I[C:16]1[CH:28]=[CH:27][C:19]([CH2:20][N:21]2[CH2:26][CH2:25][O:24][CH2:23][CH2:22]2)=[CH:18][CH:17]=1.C([O-])([O-])=O.[K+].[K+].CC(C1C=C(C(C)C)C(C2C=CC=CC=2P(C2CCCCC2)C2CCCCC2)=C(C(C)C)C=1)C.C(O)(CC)(C)C. (7) Given the product [CH3:3][N:4]1[C:5]2[CH:9]=[C:8]([C:10]3[CH:14]=[N:13][NH:12][CH:11]=3)[S:7][C:6]=2[C:15](=[O:16])[NH:17][C:23]21[CH2:28][CH2:27][CH2:26][CH2:25][CH2:24]2, predict the reactants needed to synthesize it. The reactants are: Cl.Cl.[CH3:3][NH:4][C:5]1[CH:9]=[C:8]([C:10]2[CH:11]=[N:12][NH:13][CH:14]=2)[S:7][C:6]=1[C:15]([NH2:17])=[O:16].C([O-])(O)=O.[Na+].[C:23]1(=O)[CH2:28][CH2:27][CH2:26][CH2:25][CH2:24]1.CC1C=CC(S(O)(=O)=O)=CC=1.[O-]S([O-])(=O)=O.[Mg+2]. (8) Given the product [Cl:1][C:2]1[CH:3]=[C:4]2[C:8](=[CH:9][CH:10]=1)[NH:7][C:6]([C:11]([Cl:29])=[O:12])=[C:5]2[C:14]1[CH:19]=[CH:18][CH:17]=[CH:16][CH:15]=1, predict the reactants needed to synthesize it. The reactants are: [Cl:1][C:2]1[CH:3]=[C:4]2[C:8](=[CH:9][CH:10]=1)[NH:7][C:6]([C:11](O)=[O:12])=[C:5]2[C:14]1[CH:19]=[CH:18][CH:17]=[CH:16][CH:15]=1.CN(C=O)C.C(Cl)(C([Cl:29])=O)=O. (9) Given the product [CH2:1]([N:3]1[C:11]2[C:6](=[N:7][CH:8]=[C:9]([CH3:12])[CH:10]=2)[N:5]([C:13]2[CH:33]=[CH:32][C:16]([O:17][C:18]3[N:19]=[C:20]4[CH:25]=[CH:24][CH:23]=[CH:22][N:21]4[CH:26]=3)=[CH:15][CH:14]=2)[C:4]1=[O:34])[CH3:2], predict the reactants needed to synthesize it. The reactants are: [CH2:1]([N:3]1[C:11]2[C:6](=[N:7][CH:8]=[C:9]([CH3:12])[CH:10]=2)[N:5]([C:13]2[CH:33]=[CH:32][C:16]([O:17][C:18]3[N:19]=[C:20]4[CH:25]=[CH:24][CH:23]=[CH:22][N:21]4[C:26]=3C(OCC)=O)=[CH:15][CH:14]=2)[C:4]1=[O:34])[CH3:2].[OH-].[Na+].Cl. (10) Given the product [CH2:1]([C@H:8]([NH:30][C:31](=[O:50])[C@H:32]([CH:47]([CH3:49])[CH3:48])[NH:33][C:34]([N:36]([CH2:38][C:39]1[N:40]=[C:41]([CH:44]([CH3:45])[CH3:46])[S:42][CH:43]=1)[CH3:37])=[O:35])[CH2:9][C@H:10]([O:29][CH:51]([S:55][CH2:56][CH2:57][CH2:58][CH3:59])[CH2:52][CH2:53][CH3:54])[C@@H:11]([NH:19][C:20]([O:22][CH2:23][C:24]1[S:28][CH:27]=[N:26][CH:25]=1)=[O:21])[CH2:12][C:13]1[CH:18]=[CH:17][CH:16]=[CH:15][CH:14]=1)[C:2]1[CH:3]=[CH:4][CH:5]=[CH:6][CH:7]=1, predict the reactants needed to synthesize it. The reactants are: [CH2:1]([C@H:8]([NH:30][C:31](=[O:50])[C@H:32]([CH:47]([CH3:49])[CH3:48])[NH:33][C:34]([N:36]([CH2:38][C:39]1[N:40]=[C:41]([CH:44]([CH3:46])[CH3:45])[S:42][CH:43]=1)[CH3:37])=[O:35])[CH2:9][C@H:10]([OH:29])[C@@H:11]([NH:19][C:20]([O:22][CH2:23][C:24]1[S:28][CH:27]=[N:26][CH:25]=1)=[O:21])[CH2:12][C:13]1[CH:18]=[CH:17][CH:16]=[CH:15][CH:14]=1)[C:2]1[CH:7]=[CH:6][CH:5]=[CH:4][CH:3]=1.[CH2:51]([S:55][CH2:56][CH2:57][CH2:58][CH3:59])[CH2:52][CH2:53][CH3:54].C(OOC(=O)C1C=CC=CC=1)(=O)C1C=CC=CC=1.